This data is from Reaction yield outcomes from USPTO patents with 853,638 reactions. The task is: Predict the reaction yield, written as a fraction of the theoretical maximum amount of product (1.0 means a 100% yield; for example, 0.34 means a 34% yield). (1) The reactants are [Br:1][C:2]1[CH:7]=[CH:6][C:5]([C:8](=[O:13])[C:9]([F:12])([F:11])[F:10])=[CH:4][CH:3]=1.[BH4-].[Na+].C(Cl)Cl. The catalyst is C1COCC1. The product is [Br:1][C:2]1[CH:7]=[CH:6][C:5]([CH:8]([OH:13])[C:9]([F:11])([F:12])[F:10])=[CH:4][CH:3]=1. The yield is 0.920. (2) The reactants are [C:1]([O:5][C:6](=[O:39])/[CH:7]=[CH:8]/[C:9]1[C:14](=[O:15])[N:13]2[CH:16]=[CH:17][C:18]([C:20]([NH:22][C:23]3[S:24][CH:25]=[C:26]([C:28]([CH3:31])([CH3:30])[CH3:29])[N:27]=3)=[O:21])=[CH:19][C:12]2=[N:11][C:10]=1[N:32]1[CH2:37][CH2:36][CH2:35][C@@H:34]([OH:38])[CH2:33]1)([CH3:4])([CH3:3])[CH3:2].C(N(CC)CC)C.[S:47](Cl)(=[O:50])(=[O:49])[NH2:48]. The catalyst is CN(C)C1C=CN=CC=1.C(Cl)Cl. The product is [C:1]([O:5][C:6](=[O:39])/[CH:7]=[CH:8]/[C:9]1[C:14](=[O:15])[N:13]2[CH:16]=[CH:17][C:18]([C:20]([NH:22][C:23]3[S:24][CH:25]=[C:26]([C:28]([CH3:30])([CH3:31])[CH3:29])[N:27]=3)=[O:21])=[CH:19][C:12]2=[N:11][C:10]=1[N:32]1[CH2:37][CH2:36][CH2:35][C@@H:34]([O:38][S:47]([NH2:48])(=[O:50])=[O:49])[CH2:33]1)([CH3:2])([CH3:3])[CH3:4]. The yield is 0.790.